The task is: Predict which catalyst facilitates the given reaction.. This data is from Catalyst prediction with 721,799 reactions and 888 catalyst types from USPTO. Reactant: Br[CH2:2][C:3]1[N:13]([CH2:14][C:15]([CH3:18])([CH3:17])[CH3:16])[C:6]2[N:7]=[C:8]([C:11]#[N:12])[N:9]=[CH:10][C:5]=2[CH:4]=1.[C:19]1([NH:25][C:26]([CH:28]2[CH2:33][CH2:32][NH:31][CH2:30][CH2:29]2)=[O:27])[CH:24]=[CH:23][CH:22]=[CH:21][CH:20]=1.C([O-])([O-])=O.[K+].[K+]. Product: [C:19]1([NH:25][C:26]([CH:28]2[CH2:29][CH2:30][N:31]([CH2:2][C:3]3[N:13]([CH2:14][C:15]([CH3:18])([CH3:17])[CH3:16])[C:6]4[N:7]=[C:8]([C:11]#[N:12])[N:9]=[CH:10][C:5]=4[CH:4]=3)[CH2:32][CH2:33]2)=[O:27])[CH:20]=[CH:21][CH:22]=[CH:23][CH:24]=1. The catalyst class is: 3.